Dataset: Forward reaction prediction with 1.9M reactions from USPTO patents (1976-2016). Task: Predict the product of the given reaction. (1) The product is: [N:46]1([CH2:52][C:3]2[CH:8]=[CH:7][CH:6]=[CH:5][C:4]=2[C:9]2[N:14]=[CH:13][N:12]=[C:11]([NH:15][C:16]3[CH:17]=[C:18]([CH2:22][S:23]([NH2:26])(=[O:25])=[O:24])[CH:19]=[CH:20][CH:21]=3)[N:10]=2)[CH2:51][CH2:50][O:49][CH2:48][CH2:47]1. Given the reactants CO[C:3]1[CH:8]=[CH:7][CH:6]=[CH:5][C:4]=1[C:9]1[N:14]=[CH:13][N:12]=[C:11]([NH:15][C:16]2[CH:17]=[C:18]([CH2:22][S:23]([NH2:26])(=[O:25])=[O:24])[CH:19]=[CH:20][CH:21]=2)[N:10]=1.ClC1N=CN=C(NC2C=C(CS(N)(=O)=O)C=CC=2)N=1.[N:46]1([CH2:52]C2C=CC=CC=2B(O)O)[CH2:51][CH2:50][O:49][CH2:48][CH2:47]1, predict the reaction product. (2) Given the reactants [CH2:1]=[C:2]1[CH2:5][N:4]([C:6]([O:8][C:9]([CH3:12])([CH3:11])[CH3:10])=[O:7])[CH2:3]1.B1C2CCCC1CCC2.I[C:23]1[CH:33]=[CH:32][C:26]([C:27]([O:29][CH2:30][CH3:31])=[O:28])=[CH:25][CH:24]=1.CC(C1C=C(C(C)C)C(C2C=CC=CC=2P(C2CCCCC2)C2CCCCC2)=C(C(C)C)C=1)C.C([O-])([O-])=O.[Na+].[Na+], predict the reaction product. The product is: [CH2:30]([O:29][C:27]([C:26]1[CH:32]=[CH:33][C:23]([CH2:1][CH:2]2[CH2:5][N:4]([C:6]([O:8][C:9]([CH3:12])([CH3:11])[CH3:10])=[O:7])[CH2:3]2)=[CH:24][CH:25]=1)=[O:28])[CH3:31]. (3) The product is: [Cl:16][CH2:17][CH2:18][N:19]([CH2:20][CH2:21][Cl:22])[C:23]([N:1]1[C:10]2[C:5](=[CH:6][CH:7]=[CH:8][CH:9]=2)[CH2:4][CH2:3][CH2:2]1)=[O:24]. Given the reactants [N:1]1(NC(Cl)=O)[C:10]2[C:5](=[CH:6][CH:7]=[CH:8][CH:9]=2)[CH2:4][CH2:3][CH2:2]1.Cl.[Cl:16][CH2:17][CH2:18][NH:19][CH2:20][CH2:21][Cl:22].[C:23](=O)([O-])[O-:24].[K+].[K+], predict the reaction product. (4) Given the reactants [CH3:1][O:2][C:3]1[CH:8]=[CH:7][C:6]([C:9]2([C:15]([N:17]3[CH2:22][CH2:21][O:20][CH2:19][CH2:18]3)=O)[CH2:14][CH2:13][O:12][CH2:11][CH2:10]2)=[CH:5][CH:4]=1.[H-].[Al+3].[Li+].[H-].[H-].[H-], predict the reaction product. The product is: [CH3:1][O:2][C:3]1[CH:8]=[CH:7][C:6]([C:9]2([CH2:15][N:17]3[CH2:22][CH2:21][O:20][CH2:19][CH2:18]3)[CH2:14][CH2:13][O:12][CH2:11][CH2:10]2)=[CH:5][CH:4]=1. (5) Given the reactants Br[C:2]1[C:7]([CH3:8])=[CH:6][C:5]([N+:9]([O-:11])=[O:10])=[CH:4][C:3]=1[CH2:12][NH:13][C:14](=[O:20])[O:15][C:16]([CH3:19])([CH3:18])[CH3:17].C([O-])([O-])=O.[Cs+].[Cs+].[NH:27]1[CH2:32][CH2:31][O:30][CH2:29][CH2:28]1, predict the reaction product. The product is: [CH3:8][C:7]1[C:2]([N:27]2[CH2:32][CH2:31][O:30][CH2:29][CH2:28]2)=[C:3]([CH2:12][NH:13][C:14](=[O:20])[O:15][C:16]([CH3:19])([CH3:18])[CH3:17])[CH:4]=[C:5]([N+:9]([O-:11])=[O:10])[CH:6]=1. (6) Given the reactants [NH:1]1[C:5]2[CH:6]=[CH:7][CH:8]=[CH:9][C:4]=2[N:3]=[C:2]1[C:10]1[CH:11]=[C:12]([CH:16]=[CH:17][C:18]([NH:20][O:21]C2CCCCO2)=[O:19])[CH:13]=[CH:14][CH:15]=1.CC1(C)C2(CS(O)(=O)=O)C(CC1CC2)=O, predict the reaction product. The product is: [NH:1]1[C:5]2[CH:6]=[CH:7][CH:8]=[CH:9][C:4]=2[N:3]=[C:2]1[C:10]1[CH:11]=[C:12]([CH:16]=[CH:17][C:18]([NH:20][OH:21])=[O:19])[CH:13]=[CH:14][CH:15]=1. (7) Given the reactants [OH:1][C:2]1[CH:11]=[CH:10][C:9]([N:12]([CH2:33][C:34]2[CH:39]=[CH:38][C:37]([N:40]3[CH2:45][CH2:44][CH2:43][CH2:42][CH2:41]3)=[CH:36][CH:35]=2)[C:13](=[O:32])[CH2:14][N:15]([CH3:31])[S:16]([C:19]2[CH:24]=[CH:23][C:22]([C:25]3[CH:30]=[CH:29][CH:28]=[CH:27][CH:26]=3)=[CH:21][CH:20]=2)(=[O:18])=[O:17])=[CH:8][C:3]=1[C:4]([O:6]C)=[O:5].C(N(C1C=CC(O)=C(C=1)C(O)=O)C(=O)CN(CC1C=CC=CC=1)S(C1C=CC(C)=CC=1)(=O)=O)C1C=CC=CC=1.C(#N)C, predict the reaction product. The product is: [OH:1][C:2]1[CH:11]=[CH:10][C:9]([N:12]([CH2:33][C:34]2[CH:35]=[CH:36][C:37]([N:40]3[CH2:41][CH2:42][CH2:43][CH2:44][CH2:45]3)=[CH:38][CH:39]=2)[C:13](=[O:32])[CH2:14][N:15]([CH3:31])[S:16]([C:19]2[CH:20]=[CH:21][C:22]([C:25]3[CH:30]=[CH:29][CH:28]=[CH:27][CH:26]=3)=[CH:23][CH:24]=2)(=[O:18])=[O:17])=[CH:8][C:3]=1[C:4]([OH:6])=[O:5]. (8) Given the reactants [OH:1][C:2]1[C:11]2[C:6](=[CH:7][CH:8]=[C:9]([C:12]([F:15])([F:14])[F:13])[CH:10]=2)[N:5]=[C:4]([C:16]([O:18][CH2:19][CH3:20])=[O:17])[CH:3]=1.Cl[CH2:22][C:23]1[CH:28]=[CH:27][C:26]([O:29][CH3:30])=[CH:25][CH:24]=1.C([O-])([O-])=O.[Cs+].[Cs+], predict the reaction product. The product is: [CH3:30][O:29][C:26]1[CH:27]=[CH:28][C:23]([CH2:22][O:1][C:2]2[C:11]3[C:6](=[CH:7][CH:8]=[C:9]([C:12]([F:15])([F:13])[F:14])[CH:10]=3)[N:5]=[C:4]([C:16]([O:18][CH2:19][CH3:20])=[O:17])[CH:3]=2)=[CH:24][CH:25]=1. (9) Given the reactants [NH2:1][C:2]1[CH:3]=[CH:4][C:5]([N:10]2[CH2:15][CH2:14][O:13][CH2:12][CH2:11]2)=[C:6]([CH2:8][OH:9])[CH:7]=1.[Cl:16][C:17]1[C:26]2[C:21](=[CH:22][C:23]([Cl:27])=[CH:24][CH:25]=2)[N:20]=[CH:19][CH:18]=1, predict the reaction product. The product is: [ClH:16].[Cl:27][C:23]1[CH:22]=[C:21]2[C:26]([C:17]([NH:1][C:2]3[CH:3]=[CH:4][C:5]([N:10]4[CH2:15][CH2:14][O:13][CH2:12][CH2:11]4)=[C:6]([CH2:8][OH:9])[CH:7]=3)=[CH:18][CH:19]=[N:20]2)=[CH:25][CH:24]=1.